The task is: Predict which catalyst facilitates the given reaction.. This data is from Catalyst prediction with 721,799 reactions and 888 catalyst types from USPTO. (1) Reactant: Br[C:2]1[CH:3]=[CH:4][C:5]([N:8]2[CH:12]=[N:11][N:10]=[N:9]2)=[N:6][CH:7]=1.[B:13]1([B:13]2[O:17][C:16]([CH3:19])([CH3:18])[C:15]([CH3:21])([CH3:20])[O:14]2)[O:17][C:16]([CH3:19])([CH3:18])[C:15]([CH3:21])([CH3:20])[O:14]1.CC([O-])=O.[K+]. Product: [CH3:20][C:15]1([CH3:21])[C:16]([CH3:19])([CH3:18])[O:17][B:13]([C:2]2[CH:3]=[CH:4][C:5]([N:8]3[CH:12]=[N:11][N:10]=[N:9]3)=[N:6][CH:7]=2)[O:14]1. The catalyst class is: 12. (2) Reactant: [CH3:1][O:2][C:3](=[O:9])[CH2:4][C:5](=[O:8])[CH2:6][CH3:7].[Cl:10][C:11]1[CH:12]=[C:13]([CH:16]=[C:17]([Cl:19])[CH:18]=1)[CH:14]=O.N1CCCCC1.C(O)(=O)C. Product: [CH3:1][O:2][C:3](=[O:9])[C:4]([C:5](=[O:8])[CH2:6][CH3:7])=[CH:14][C:13]1[CH:12]=[C:11]([Cl:10])[CH:18]=[C:17]([Cl:19])[CH:16]=1. The catalyst class is: 41.